Dataset: Full USPTO retrosynthesis dataset with 1.9M reactions from patents (1976-2016). Task: Predict the reactants needed to synthesize the given product. (1) Given the product [CH:17]([N:1]1[CH2:6][CH2:5][CH2:4][C:3]2([C:14]3[C:9](=[CH:10][CH:11]=[CH:12][CH:13]=3)[NH:8][C:7]2=[O:15])[CH2:2]1)([CH2:18][CH3:19])[CH3:16], predict the reactants needed to synthesize it. The reactants are: [NH:1]1[CH2:6][CH2:5][CH2:4][C:3]2([C:14]3[C:9](=[CH:10][CH:11]=[CH:12][CH:13]=3)[NH:8][C:7]2=[O:15])[CH2:2]1.[CH3:16][C:17](=O)[CH2:18][CH3:19].C. (2) Given the product [F:1][C:2]1[CH:15]=[C:14]([N+:16]([O-:18])=[O:17])[CH:13]=[CH:12][C:3]=1[O:4][C:5]1[CH:10]=[CH:9][N:8]=[C:7]([NH:11][C:19](=[O:48])[N:21]([CH3:24])[CH2:30][CH2:35][CH2:34][N:41]2[CH2:42][CH2:43][N:44]([CH3:47])[CH2:45][CH2:46]2)[CH:6]=1, predict the reactants needed to synthesize it. The reactants are: [F:1][C:2]1[CH:15]=[C:14]([N+:16]([O-:18])=[O:17])[CH:13]=[CH:12][C:3]=1[O:4][C:5]1[CH:10]=[CH:9][N:8]=[C:7]([NH2:11])[CH:6]=1.[CH2:19]([N:21]([CH2:24]C)CC)C.ClC(O[C:30]1[CH:35]=[CH:34]C=CC=1)=O.CNCCC[N:41]1[CH2:46][CH2:45][N:44]([CH3:47])[CH2:43][CH2:42]1.[O:48]1CCCC1.